From a dataset of Full USPTO retrosynthesis dataset with 1.9M reactions from patents (1976-2016). Predict the reactants needed to synthesize the given product. (1) The reactants are: C(OC(=O)[NH:7][C@H:8]([C:17]1[C:22]([C:23]2[CH:24]=[CH:25][C:26]([Cl:38])=[C:27]3[C:31]=2[N:30]([CH3:32])[N:29]=[C:28]3[NH:33][S:34]([CH3:37])(=[O:36])=[O:35])=[CH:21][CH:20]=[C:19]([C:39]#[C:40][C:41]2([OH:47])[CH2:44]C(F)(F)[CH2:42]2)[N:18]=1)[CH2:9][C:10]1[CH:15]=[CH:14][CH:13]=[C:12]([F:16])[CH:11]=1)(C)(C)C.C(O)(C(F)(F)F)=O. Given the product [NH2:7][C@H:8]([C:17]1[C:22]([C:23]2[CH:24]=[CH:25][C:26]([Cl:38])=[C:27]3[C:31]=2[N:30]([CH3:32])[N:29]=[C:28]3[NH:33][S:34]([CH3:37])(=[O:35])=[O:36])=[CH:21][CH:20]=[C:19]([C:39]#[C:40][C:41]([OH:47])([CH3:42])[CH3:44])[N:18]=1)[CH2:9][C:10]1[CH:15]=[CH:14][CH:13]=[C:12]([F:16])[CH:11]=1, predict the reactants needed to synthesize it. (2) Given the product [CH3:17][N:18]1[CH:26]=[C:25]2[C:20]([CH:21]=[CH:22][C:23]([NH:27][C:1](=[O:9])[O:2][C:3]3[CH:8]=[CH:7][CH:6]=[CH:5][CH:4]=3)=[CH:24]2)=[N:19]1, predict the reactants needed to synthesize it. The reactants are: [C:1](Cl)(=[O:9])[O:2][C:3]1[CH:8]=[CH:7][CH:6]=[CH:5][CH:4]=1.N1C=CC=CC=1.[CH3:17][N:18]1[CH:26]=[C:25]2[C:20]([CH:21]=[CH:22][C:23]([NH2:27])=[CH:24]2)=[N:19]1. (3) Given the product [Cl:54][C:55]1[N:60]=[CH:59][C:58]([CH2:61][O:15][C:16]2[CH:21]=[N:20][C:19]([N:22]3[CH2:23][CH2:24][N:25]([C:28]([O:30][C:31]([CH3:34])([CH3:33])[CH3:32])=[O:29])[CH2:26][CH2:27]3)=[N:18][CH:17]=2)=[CH:57][N:56]=1, predict the reactants needed to synthesize it. The reactants are: N(C(OC(C)C)=O)=NC(OC(C)C)=O.[OH:15][C:16]1[CH:17]=[N:18][C:19]([N:22]2[CH2:27][CH2:26][N:25]([C:28]([O:30][C:31]([CH3:34])([CH3:33])[CH3:32])=[O:29])[CH2:24][CH2:23]2)=[N:20][CH:21]=1.C1(P(C2C=CC=CC=2)C2C=CC=CC=2)C=CC=CC=1.[Cl:54][C:55]1[N:60]=[CH:59][C:58]([CH2:61]O)=[CH:57][N:56]=1. (4) Given the product [CH2:14]([N:5]([CH2:4][C:3]1[CH:16]=[C:17]([C:20]([F:23])([F:22])[F:21])[CH:18]=[CH:19][C:2]=1[B:24]1[O:28][C:27]([CH3:30])([CH3:29])[C:26]([CH3:32])([CH3:31])[O:25]1)[C:6](=[O:13])[C:7]1[CH:12]=[CH:11][CH:10]=[CH:9][CH:8]=1)[CH3:15], predict the reactants needed to synthesize it. The reactants are: Br[C:2]1[CH:19]=[CH:18][C:17]([C:20]([F:23])([F:22])[F:21])=[CH:16][C:3]=1[CH2:4][N:5]([CH2:14][CH3:15])[C:6](=[O:13])[C:7]1[CH:12]=[CH:11][CH:10]=[CH:9][CH:8]=1.[B:24]1([B:24]2[O:28][C:27]([CH3:30])([CH3:29])[C:26]([CH3:32])([CH3:31])[O:25]2)[O:28][C:27]([CH3:30])([CH3:29])[C:26]([CH3:32])([CH3:31])[O:25]1.